From a dataset of Catalyst prediction with 721,799 reactions and 888 catalyst types from USPTO. Predict which catalyst facilitates the given reaction. (1) Reactant: Cl[C:2]1[C:3](=[O:16])[N:4]([CH2:14][CH3:15])[C:5](=[O:13])[C:6]=1[C:7]1[CH:12]=[CH:11][CH:10]=[CH:9][CH:8]=1.[CH3:17][O:18][C:19]1[CH:25]=[CH:24][C:22]([NH2:23])=[CH:21][CH:20]=1.C(N(CC)CC)C. Product: [CH2:14]([N:4]1[C:5](=[O:13])[C:6]([C:7]2[CH:12]=[CH:11][CH:10]=[CH:9][CH:8]=2)=[C:2]([NH:23][C:22]2[CH:24]=[CH:25][C:19]([O:18][CH3:17])=[CH:20][CH:21]=2)[C:3]1=[O:16])[CH3:15]. The catalyst class is: 10. (2) Reactant: [CH3:1][CH:2]1[CH2:7][CH2:6][N:5]([C:8]([C:10]2[CH:18]=[CH:17][C:16]3[N:15]([S:19]([CH2:22][CH2:23][CH3:24])(=[O:21])=[O:20])[C:14]4[CH2:25][CH2:26][N:27](C(OC(C)(C)C)=O)[CH2:28][C:13]=4[C:12]=3[CH:11]=2)=[O:9])[CH2:4][CH2:3]1.[C:36]([OH:42])([C:38]([F:41])([F:40])[F:39])=[O:37]. Product: [OH:42][C:36]([C:38]([F:41])([F:40])[F:39])=[O:37].[CH3:1][CH:2]1[CH2:7][CH2:6][N:5]([C:8]([C:10]2[CH:18]=[CH:17][C:16]3[N:15]([S:19]([CH2:22][CH2:23][CH3:24])(=[O:20])=[O:21])[C:14]4[CH2:25][CH2:26][NH:27][CH2:28][C:13]=4[C:12]=3[CH:11]=2)=[O:9])[CH2:4][CH2:3]1.[C:36]([OH:42])([C:38]([F:41])([F:40])[F:39])=[O:37]. The catalyst class is: 4. (3) Reactant: [Cl:1][C:2]1[CH:7]=[C:6]([C:8]([CH3:11])([CH3:10])[CH3:9])[CH:5]=[CH:4][C:3]=1[S:12]([N:15]([C:19]1[CH:23]=[CH:22][S:21][C:20]=1[C:24]([O:26][CH3:27])=[O:25])COC)(=[O:14])=[O:13].Cl. Product: [Cl:1][C:2]1[CH:7]=[C:6]([C:8]([CH3:9])([CH3:10])[CH3:11])[CH:5]=[CH:4][C:3]=1[S:12]([NH:15][C:19]1[CH:23]=[CH:22][S:21][C:20]=1[C:24]([O:26][CH3:27])=[O:25])(=[O:13])=[O:14]. The catalyst class is: 7. (4) Reactant: [C:1]([O:11][CH:12]([CH3:14])[CH3:13])(=[O:10])/[CH:2]=[CH:3]/[C:4]([O:6][CH:7]([CH3:9])[CH3:8])=[O:5].[C:15]([O:22][CH:23]([CH3:25])[CH3:24])(=[O:21])/[CH:16]=[CH:17]/[C:18]([O-:20])=[O:19].[C:26]([O:36][CH:37]([CH3:39])[CH3:38])(=[O:35])[CH:27]=[CH:28][C:29]1[CH:34]=[CH:33][CH:32]=[CH:31][CH:30]=1.C(OOC(C)(C)C)(=O)C(C)(C)C. Product: [C:4]([O:6][CH:7]([CH3:9])[CH3:8])(=[O:5])/[CH:3]=[CH:2]/[C:1]([O:11][CH:12]([CH3:14])[CH3:13])=[O:10].[C:15]([O:22][CH:23]([CH3:25])[CH3:24])(=[O:21])/[CH:16]=[CH:17]/[C:18]([O-:20])=[O:19].[C:26]([O:36][CH:37]([CH3:39])[CH3:38])(=[O:35])[CH:27]=[CH:28][C:29]1[CH:30]=[CH:31][CH:32]=[CH:33][CH:34]=1. The catalyst class is: 188.